From a dataset of Catalyst prediction with 721,799 reactions and 888 catalyst types from USPTO. Predict which catalyst facilitates the given reaction. (1) Product: [CH2:25]1[C:24]2[C:21]3[CH:22]=[CH:23][C:18]([N:3]4[CH:4]=[CH:5][C:6]([C:8]5[CH:13]=[CH:12][C:11]([C:14]([F:17])([F:15])[F:16])=[CH:10][N:9]=5)=[CH:7][C:2]4=[O:1])=[CH:19][C:20]=3[O:30][C:29]=2[CH2:28][CH2:27][NH:26]1. The catalyst class is: 275. Reactant: [O:1]=[C:2]1[CH:7]=[C:6]([C:8]2[CH:13]=[CH:12][C:11]([C:14]([F:17])([F:16])[F:15])=[CH:10][N:9]=2)[CH:5]=[CH:4][N:3]1[C:18]1[CH:23]=[CH:22][C:21]2[C:24]3[CH2:25][N:26](C(OC(C)(C)C)=O)[CH2:27][CH2:28][C:29]=3[O:30][C:20]=2[CH:19]=1.Cl.C([O-])(O)=O.[Na+]. (2) Reactant: [S:1]([CH2:11][CH2:12][O:13][C:14](=[O:17])[CH:15]=[CH2:16])([C:4]1[CH:10]=[CH:9][C:7]([CH3:8])=[CH:6][CH:5]=1)(=[O:3])=[O:2].[OH:18][CH2:19][CH2:20][CH2:21][CH2:22][O:23][C:24](=[O:27])[CH:25]=[CH2:26].[CH3:28][O:29][C:30](=[O:34])[C:31]([CH3:33])=[CH2:32].[CH2:35]([O:39][C:40](=[O:44])[C:41]([CH3:43])=[CH2:42])[CH:36]1[O:38][CH2:37]1.CC(N=NC(C#N)(C)C)(C#N)C. Product: [S:1]([CH2:11][CH2:12][O:13][C:14](=[O:17])[CH:15]=[CH2:16])([C:4]1[CH:5]=[CH:6][C:7]([CH3:8])=[CH:9][CH:10]=1)(=[O:3])=[O:2].[OH:18][CH2:19][CH2:20][CH2:21][CH2:22][O:23][C:24](=[O:27])[CH:25]=[CH2:26].[CH3:28][O:29][C:30](=[O:34])[C:31]([CH3:33])=[CH2:32].[CH2:35]([O:39][C:40](=[O:44])[C:41]([CH3:43])=[CH2:42])[CH:36]1[O:38][CH2:37]1. The catalyst class is: 7. (3) Reactant: [Br:1][C:2]1[CH:3]=[C:4]2[CH:10]=[CH:9][NH:8][C:5]2=[N:6][CH:7]=1.[Cl:11][C:12]1[CH:17]=[CH:16][CH:15]=[C:14]([C:18]([O:20]O)=[O:19])[CH:13]=1.CC[O:24]CC. Product: [Cl:11][C:12]1[CH:13]=[C:14]([CH:15]=[CH:16][CH:17]=1)[C:18]([O-:20])=[O:19].[Br:1][C:2]1[CH:3]=[C:4]2[CH:10]=[CH:9][NH:8][C:5]2=[N+:6]([OH:24])[CH:7]=1. The catalyst class is: 37. (4) Reactant: [CH:1]([O:4][C:5]1[CH:12]=[CH:11][C:10]([C:13]2[O:17][N:16]=[C:15]3[C:18]4[C:23]([CH2:24][CH2:25][C:14]=23)=[CH:22][C:21]([CH:26]=C)=[CH:20][CH:19]=4)=[CH:9][C:6]=1[C:7]#[N:8])([CH3:3])[CH3:2].C[N+]1([O-])CC[O:32]CC1.I([O-])(=O)(=O)=O.[Na+]. Product: [CH:26]([C:21]1[CH:22]=[C:23]2[C:18](=[CH:19][CH:20]=1)[C:15]1=[N:16][O:17][C:13]([C:10]3[CH:11]=[CH:12][C:5]([O:4][CH:1]([CH3:2])[CH3:3])=[C:6]([CH:9]=3)[C:7]#[N:8])=[C:14]1[CH2:25][CH2:24]2)=[O:32]. The catalyst class is: 822. (5) Reactant: [CH:1]12[CH2:10][CH:5]3[CH2:6][CH:7]([CH2:9][CH:3]([CH2:4]3)[CH:2]1[NH:11][C:12](=[O:22])[C@H:13]1[CH2:17][CH2:16][CH2:15][N:14]1[CH2:18][C@@H:19](O)[CH3:20])[CH2:8]2.[CH2:23]([N:25](CC)[CH2:26]C)C.CS(Cl)(=O)=O.Cl.CNC. Product: [CH:1]12[CH2:10][CH:5]3[CH2:6][CH:7]([CH2:9][CH:3]([CH2:4]3)[CH:2]1[NH:11][C:12](=[O:22])[C@H:13]1[CH2:17][CH2:16][CH2:15][N:14]1[CH2:18][CH:19]([N:25]([CH3:26])[CH3:23])[CH3:20])[CH2:8]2. The catalyst class is: 545. (6) Reactant: C(OC([N:8]1[CH2:13][CH2:12][CH:11]([S:14]([C:17]2[CH:22]=[CH:21][C:20]([Cl:23])=[CH:19][CH:18]=2)(=[O:16])=[O:15])[CH2:10][CH2:9]1)=O)(C)(C)C.FC(F)(F)C(O)=O. Product: [Cl:23][C:20]1[CH:19]=[CH:18][C:17]([S:14]([CH:11]2[CH2:12][CH2:13][NH:8][CH2:9][CH2:10]2)(=[O:15])=[O:16])=[CH:22][CH:21]=1. The catalyst class is: 2.